From a dataset of Full USPTO retrosynthesis dataset with 1.9M reactions from patents (1976-2016). Predict the reactants needed to synthesize the given product. (1) Given the product [CH3:2][CH:3]1[CH2:12][CH2:11][CH:10]([CH3:13])[C:9]2[CH:8]=[C:7]([C:14]3[N:15]=[C:16]([CH:19]4[CH2:24][CH2:23][N:22]([CH2:32][CH2:31][CH2:30][CH2:29][OH:28])[CH2:21][CH2:20]4)[S:17][CH:18]=3)[CH:6]=[CH:5][C:4]1=2, predict the reactants needed to synthesize it. The reactants are: Br.[CH3:2][CH:3]1[CH2:12][CH2:11][CH:10]([CH3:13])[C:9]2[CH:8]=[C:7]([C:14]3[N:15]=[C:16]([CH:19]4[CH2:24][CH2:23][NH:22][CH2:21][CH2:20]4)[S:17][CH:18]=3)[CH:6]=[CH:5][C:4]1=2.C([O:28][CH2:29][CH2:30][CH2:31][CH2:32]Br)(=O)C.[OH-].[Na+]. (2) Given the product [Br:1][C:2]1[CH:7]=[C:6]([F:8])[CH:5]=[CH:4][C:3]=1[C@H:9]1[C:14]([C:15]([O:17][C@H:18]([CH3:24])[C:19]([O:21][CH2:22][CH3:23])=[O:20])=[O:16])=[C:13]([CH2:25][Br:38])[NH:12][C:11]([C:26]2[S:27][CH:28]=[CH:29][N:30]=2)=[N:10]1, predict the reactants needed to synthesize it. The reactants are: [Br:1][C:2]1[CH:7]=[C:6]([F:8])[CH:5]=[CH:4][C:3]=1[C@H:9]1[C:14]([C:15]([O:17][C@H:18]([CH3:24])[C:19]([O:21][CH2:22][CH3:23])=[O:20])=[O:16])=[C:13]([CH3:25])[NH:12][C:11]([C:26]2[S:27][CH:28]=[CH:29][N:30]=2)=[N:10]1.C1C(=O)N([Br:38])C(=O)C1. (3) Given the product [CH:22]([C:20]1[N:21]([C:9]([O:11][C:12]([CH3:13])([CH3:14])[CH3:15])=[O:10])[C:17]([CH3:16])=[CH:18][CH:19]=1)=[O:23], predict the reactants needed to synthesize it. The reactants are: [CH3:13][C:12]([O:11][C:9](O[C:9]([O:11][C:12]([CH3:15])([CH3:14])[CH3:13])=[O:10])=[O:10])([CH3:15])[CH3:14].[CH3:16][C:17]1[NH:21][C:20]([CH:22]=[O:23])=[CH:19][CH:18]=1. (4) Given the product [N:9]1([C:13]([C:15]2[N:20]=[CH:19][C:18]([O:21][C:22]3[CH:23]=[C:24]([CH:28]=[C:29]([O:31][CH2:32][C:33]4[CH:34]=[CH:35][CH:36]=[CH:37][CH:38]=4)[CH:30]=3)[C:25]([NH:46][C:43]3[CH:42]=[N:41][C:40]([CH3:39])=[CH:45][N:44]=3)=[O:27])=[CH:17][CH:16]=2)=[O:14])[CH2:12][CH2:11][CH2:10]1, predict the reactants needed to synthesize it. The reactants are: ClC(N(C)C)=C(C)C.[N:9]1([C:13]([C:15]2[N:20]=[CH:19][C:18]([O:21][C:22]3[CH:23]=[C:24]([CH:28]=[C:29]([O:31][CH2:32][C:33]4[CH:38]=[CH:37][CH:36]=[CH:35][CH:34]=4)[CH:30]=3)[C:25]([OH:27])=O)=[CH:17][CH:16]=2)=[O:14])[CH2:12][CH2:11][CH2:10]1.[CH3:39][C:40]1[N:41]=[CH:42][C:43]([NH2:46])=[N:44][CH:45]=1.N1C=CC=CC=1. (5) The reactants are: [C:1]([CH2:4][C:5]1[N:6]([C:28]2[CH:33]=[CH:32][C:31]([O:34][CH:35]([CH3:37])[CH3:36])=[CH:30][CH:29]=2)[C:7]2[C:12]([C:13]=1[C:14]([OH:16])=[O:15])=[CH:11][C:10]([O:17][C:18]1[CH:23]=[CH:22][C:21]([C:24]([F:27])([F:26])[F:25])=[CH:20][N:19]=1)=[CH:9][CH:8]=2)([OH:3])=[O:2].Cl.[CH3:39][CH2:40]O. Given the product [CH2:39]([O:2][C:1]([CH2:4][C:5]1[N:6]([C:28]2[CH:29]=[CH:30][C:31]([O:34][CH:35]([CH3:37])[CH3:36])=[CH:32][CH:33]=2)[C:7]2[C:12]([C:13]=1[C:14]([OH:16])=[O:15])=[CH:11][C:10]([O:17][C:18]1[CH:23]=[CH:22][C:21]([C:24]([F:27])([F:26])[F:25])=[CH:20][N:19]=1)=[CH:9][CH:8]=2)=[O:3])[CH3:40], predict the reactants needed to synthesize it. (6) Given the product [CH:12]1([C:7]2[C:6](=[O:8])[CH2:5][C:4]([CH3:10])([CH3:9])[C:3](=[O:11])[C:2]=2[CH3:1])[CH2:14][CH2:13]1, predict the reactants needed to synthesize it. The reactants are: [CH3:1][C:2]1[C:3](=[O:11])[C:4]([CH3:10])([CH3:9])[CH2:5][C:6](=[O:8])[CH:7]=1.[CH:12]1(C(O)=O)[CH2:14][CH2:13]1.S(OOS([O-])(=O)=O)([O-])(=O)=O.[NH4+].[NH4+].